Predict the reactants needed to synthesize the given product. From a dataset of Full USPTO retrosynthesis dataset with 1.9M reactions from patents (1976-2016). (1) The reactants are: Cl.[NH2:2][CH2:3][C:4]1[CH:13]=[CH:12][C:7]([C:8]([O:10]C)=O)=[CH:6][CH:5]=1.[H-].[Al+3].[Li+].[H-].[H-].[H-].[OH-:20].[Na+].[CH2:22]1[CH2:26][O:25][CH2:24][CH2:23]1. Given the product [O:20]=[C:24]1[C:23]2[C:22](=[CH:3][CH:4]=[CH:5][CH:6]=2)[C:26](=[O:25])[N:2]1[CH2:3][C:4]1[CH:5]=[CH:6][C:7]([CH:8]=[O:10])=[CH:12][CH:13]=1, predict the reactants needed to synthesize it. (2) Given the product [NH2:1][C:2]1[C:6]2[C:7](=[O:32])[N:8]([C:23]3[C:30]([F:31])=[CH:29][CH:28]=[CH:27][C:24]=3[C:25]#[N:26])[CH:9]=[C:10]([C:11]3[CH:15]=[C:14]([CH:16]4[CH2:17][CH2:18][O:19][CH2:20][CH2:21]4)[N:13]([CH3:22])[N:12]=3)[C:5]=2[NH:4][N:3]=1, predict the reactants needed to synthesize it. The reactants are: [NH2:1][C:2]1[C:6]2[C:7](=[O:32])[N:8]([C:23]3[C:30]([F:31])=[CH:29][CH:28]=[CH:27][C:24]=3[C:25]#[N:26])[CH:9]=[C:10]([C:11]3[CH:15]=[C:14]([C:16]4[CH2:17][CH2:18][O:19][CH2:20][CH:21]=4)[N:13]([CH3:22])[N:12]=3)[C:5]=2[NH:4][N:3]=1. (3) Given the product [CH2:1]([O:8][C@@H:9]1[CH2:13][CH2:12][CH2:11][C@@H:10]1[NH:14][CH2:15][C@@H:16]([C:18]1[C:26]2[S:25][C:24](=[O:27])[NH:23][C:22]=2[C:21]([OH:31])=[CH:20][CH:19]=1)[OH:17])[C:2]1[CH:7]=[CH:6][CH:5]=[CH:4][CH:3]=1, predict the reactants needed to synthesize it. The reactants are: [CH2:1]([O:8][C@@H:9]1[CH2:13][CH2:12][CH2:11][C@@H:10]1[NH:14][CH2:15][C@@H:16]([C:18]1[C:26]2[S:25][C:24]([O:27]C(C)C)=[N:23][C:22]=2[C:21]([O:31]C(C)(C)C)=[CH:20][CH:19]=1)[OH:17])[C:2]1[CH:7]=[CH:6][CH:5]=[CH:4][CH:3]=1.Cl. (4) Given the product [C:1]([C:5]1[S:9][C:8]([C:10]2[S:11][C:12]([C:15]3[O:18][C:19]4[CH:20]=[C:21]([O:25][CH3:26])[CH:22]=[CH:23][C:24]=4[CH:16]=3)=[CH:13][CH:14]=2)=[CH:7][CH:6]=1)([CH3:4])([CH3:3])[CH3:2], predict the reactants needed to synthesize it. The reactants are: [C:1]([C:5]1[S:9][C:8]([C:10]2[S:11][C:12](/[C:15](/[O:18][C:19]3[CH:24]=[CH:23][CH:22]=[C:21]([O:25][CH3:26])[CH:20]=3)=[CH:16]/Cl)=[CH:13][CH:14]=2)=[CH:7][CH:6]=1)([CH3:4])([CH3:3])[CH3:2].C1C=CC(P(C2C(OC3C(P(C4C=CC=CC=4)C4C=CC=CC=4)=CC=CC=3)=CC=CC=2)C2C=CC=CC=2)=CC=1.C(=O)([O-])[O-].[Cs+].[Cs+].[F-].[Cs+]. (5) Given the product [NH3:2].[NH2:21][CH:18]1[CH2:17][CH2:16][N:15]([CH2:14][CH2:13][N:10]2[C:9](=[O:29])[CH:8]=[CH:7][C:6]3[N:5]=[CH:4][C:3]([C:1]#[N:2])=[CH:12][C:11]2=3)[CH2:20][CH2:19]1, predict the reactants needed to synthesize it. The reactants are: [C:1]([C:3]1[CH:12]=[C:11]2[C:6]([CH:7]=[CH:8][C:9](=[O:29])[N:10]2[CH2:13][CH2:14][N:15]2[CH2:20][CH2:19][CH:18]([NH:21]C(=O)OC(C)(C)C)[CH2:17][CH2:16]2)=[N:5][CH:4]=1)#[N:2].C(O)(C(F)(F)F)=O. (6) Given the product [CH2:1]([C:3]1[S:14][C:6]2=[N:7][C:8]([CH:12]=[O:13])=[CH:9][C:10](=[O:11])[N:5]2[N:4]=1)[CH3:2], predict the reactants needed to synthesize it. The reactants are: [CH2:1]([C:3]1[S:14][C:6]2=[N:7][C:8]([CH2:12][OH:13])=[CH:9][C:10](=[O:11])[N:5]2[N:4]=1)[CH3:2]. (7) Given the product [Cl:1][C:2]1[N:11]=[C:10]([N:22]([C:21]2[CH:24]=[CH:25][C:18]([O:17][CH3:16])=[CH:19][CH:20]=2)[CH3:23])[C:9]2[C:4](=[CH:5][CH:6]=[C:7]([N+:13]([O-:15])=[O:14])[CH:8]=2)[N:3]=1, predict the reactants needed to synthesize it. The reactants are: [Cl:1][C:2]1[N:11]=[C:10](Cl)[C:9]2[C:4](=[CH:5][CH:6]=[C:7]([N+:13]([O-:15])=[O:14])[CH:8]=2)[N:3]=1.[CH3:16][O:17][C:18]1[CH:25]=[CH:24][C:21]([NH:22][CH3:23])=[CH:20][CH:19]=1.